This data is from Forward reaction prediction with 1.9M reactions from USPTO patents (1976-2016). The task is: Predict the product of the given reaction. (1) Given the reactants [NH2:1][C:2]1[C:10]2[C:5](=[N:6][C:7]([C:18]3[CH:23]=[CH:22][CH:21]=[CH:20][C:19]=3[Cl:24])=[C:8]([C:11]3[CH:16]=[CH:15][C:14]([Cl:17])=[CH:13][CH:12]=3)[CH:9]=2)[O:4][C:3]=1[C:25](=[O:30])[C:26]([OH:29])([CH3:28])[CH3:27].[C:31](OC(=O)C)(=[O:33])[CH3:32], predict the reaction product. The product is: [Cl:24][C:19]1[CH:20]=[CH:21][CH:22]=[CH:23][C:18]=1[C:7]1[N:6]=[C:5]2[O:4][C:3]([C:25](=[O:30])[C:26]([OH:29])([CH3:27])[CH3:28])=[C:2]([NH:1][C:31](=[O:33])[CH3:32])[C:10]2=[CH:9][C:8]=1[C:11]1[CH:16]=[CH:15][C:14]([Cl:17])=[CH:13][CH:12]=1. (2) Given the reactants [OH:1][C:2]1[C:11]2[C:6](=[CH:7][CH:8]=[CH:9][CH:10]=2)[C:5]([NH:12][S:13]([C:16]2[S:17][CH:18]=[CH:19][CH:20]=2)(=[O:15])=[O:14])=[CH:4][C:3]=1[S:21][C:22]1[N:26]([CH3:27])[N:25]=[N:24][N:23]=1.N1C(SC2C(=O)C3C(=CC=CC=3)/C(=N/S(C3SC=CC=3)(=O)=O)/C=2)=NC=N1, predict the reaction product. The product is: [NH:23]1[C:22]([S:21][C:3]2[CH:4]=[C:5]([NH:12][S:13]([C:16]3[S:17][CH:18]=[CH:19][CH:20]=3)(=[O:15])=[O:14])[C:6]3[C:11]([C:2]=2[OH:1])=[CH:10][CH:9]=[CH:8][CH:7]=3)=[N:26][CH:27]=[N:24]1.[OH:1][C:2]1[C:11]2[C:6](=[CH:7][CH:8]=[CH:9][CH:10]=2)[C:5]([NH:12][S:13]([C:16]2[S:17][CH:18]=[CH:19][CH:20]=2)(=[O:15])=[O:14])=[CH:4][C:3]=1[S:21][C:22]1[N:26]([CH3:27])[N:25]=[N:24][N:23]=1. (3) Given the reactants [CH2:1]([O:3][C:4](=[O:17])[C:5]1[CH:10]=[C:9]([O:11][C:12]([F:15])([F:14])[F:13])[CH:8]=[C:7](Br)[CH:6]=1)[CH3:2].[C:18]([O:22][C:23]([N:25]1[CH2:30][CH2:29][N:28]([CH2:31]C2C=CC(C(OCC)=O)=CC=2C(F)(F)F)[CH2:27][CH2:26]1)=[O:24])([CH3:21])([CH3:20])[CH3:19], predict the reaction product. The product is: [C:18]([O:22][C:23]([N:25]1[CH2:30][CH2:29][N:28]([CH2:31][C:7]2[CH:8]=[C:9]([O:11][C:12]([F:15])([F:14])[F:13])[CH:10]=[C:5]([C:4]([O:3][CH2:1][CH3:2])=[O:17])[CH:6]=2)[CH2:27][CH2:26]1)=[O:24])([CH3:21])([CH3:20])[CH3:19].